From a dataset of Reaction yield outcomes from USPTO patents with 853,638 reactions. Predict the reaction yield, written as a fraction of the theoretical maximum amount of product (1.0 means a 100% yield; for example, 0.34 means a 34% yield). (1) The reactants are [CH3:1][P:2](=[O:7])([O:5][CH3:6])[O:3][CH3:4].C([Li])CCC.[C:13]1([C@H:19]([CH3:25])[C:20](OCC)=[O:21])[CH:18]=[CH:17][CH:16]=[CH:15][CH:14]=1.OS([O-])(=O)=O.[K+]. The catalyst is C1COCC1. The product is [O:21]=[C:20]([C@H:19]([C:13]1[CH:18]=[CH:17][CH:16]=[CH:15][CH:14]=1)[CH3:25])[CH2:1][P:2](=[O:7])([O:5][CH3:6])[O:3][CH3:4]. The yield is 0.720. (2) The catalyst is CO.[Pd]. The reactants are C([O:8][C:9]1[CH:10]=[C:11]([C:15]2[N:16]=[C:17]([N:30]3[CH2:35][CH2:34][O:33][CH2:32][CH2:31]3)[C:18]3[NH:23][CH:22]=[C:21]([C:24]4[CH2:25][CH2:26][NH:27][CH2:28][CH:29]=4)[C:19]=3[N:20]=2)[CH:12]=[CH:13][CH:14]=1)C1C=CC=CC=1. The product is [N:30]1([C:17]2[C:18]3[NH:23][CH:22]=[C:21]([CH:24]4[CH2:25][CH2:26][NH:27][CH2:28][CH2:29]4)[C:19]=3[N:20]=[C:15]([C:11]3[CH:10]=[C:9]([OH:8])[CH:14]=[CH:13][CH:12]=3)[N:16]=2)[CH2:35][CH2:34][O:33][CH2:32][CH2:31]1. The yield is 0.990. (3) The reactants are [CH2:1]([NH:3][C:4]([NH:6][C:7]1[N:12]=[CH:11][C:10]([C:13]2[C:14]([O:23][CH2:24][CH2:25][C:26]([OH:28])=[O:27])=[N:15][CH:16]=[C:17]([C:19]([NH:21][NH2:22])=[O:20])[CH:18]=2)=[C:9]([C:29]2[S:30][CH:31]=[C:32]([C:34]([F:37])([F:36])[F:35])[N:33]=2)[CH:8]=1)=[O:5])[CH3:2].[C:38](Cl)(Cl)=[O:39]. The catalyst is O1CCCC1. The product is [CH2:1]([NH:3][C:4]([NH:6][C:7]1[N:12]=[CH:11][C:10]([C:13]2[C:14]([O:23][CH2:24][CH2:25][C:26]([OH:28])=[O:27])=[N:15][CH:16]=[C:17]([C:19]3[O:20][C:38](=[O:39])[NH:22][N:21]=3)[CH:18]=2)=[C:9]([C:29]2[S:30][CH:31]=[C:32]([C:34]([F:36])([F:35])[F:37])[N:33]=2)[CH:8]=1)=[O:5])[CH3:2]. The yield is 0.180. (4) The reactants are CC(O)=O.CCO.[Cl:8][C:9]1[C:25]([F:26])=[CH:24][CH:23]=[C:22]([Cl:27])[C:10]=1[CH2:11][O:12][C:13]1[C:14]([N+:19]([O-])=O)=[N:15][CH:16]=[CH:17][CH:18]=1.C(=O)([O-])[O-].[Na+].[Na+]. The catalyst is [Fe].O.C(OCC)C. The product is [Cl:8][C:9]1[C:25]([F:26])=[CH:24][CH:23]=[C:22]([Cl:27])[C:10]=1[CH2:11][O:12][C:13]1[C:14]([NH2:19])=[N:15][CH:16]=[CH:17][CH:18]=1. The yield is 0.990. (5) The reactants are [Br:1][C:2]1[C:3]([NH:9][CH2:10][CH2:11][CH2:12][CH2:13][S:14]([C:17]2[CH:22]=[CH:21][CH:20]=[C:19]([N+:23]([O-])=O)[CH:18]=2)(=[NH:16])=[O:15])=[N:4][C:5]([Cl:8])=[N:6][CH:7]=1.[OH-].[Na+]. The catalyst is Cl.C1COCC1. The product is [NH2:23][C:19]1[CH:18]=[C:17]([S:14]([CH2:13][CH2:12][CH2:11][CH2:10][NH:9][C:3]2[C:2]([Br:1])=[CH:7][N:6]=[C:5]([Cl:8])[N:4]=2)(=[NH:16])=[O:15])[CH:22]=[CH:21][CH:20]=1. The yield is 0.930. (6) The reactants are Br[C:2]1[CH:11]=[C:10]2[C:5]([N:6]=[C:7]([N:15]3[CH2:20][CH2:19][N:18]([CH3:21])[CH2:17][CH2:16]3)[C:8]3[N:9]2[CH:12]=[N:13][N:14]=3)=[CH:4][CH:3]=1.[CH:22]([NH2:25])([CH3:24])[CH3:23].N1CCC[C@H]1C(O)=O.[O-]P([O-])([O-])=O.[K+].[K+].[K+]. The catalyst is O.[Cu]I.CS(C)=O. The product is [CH:22]([NH:25][C:2]1[CH:11]=[C:10]2[C:5]([N:6]=[C:7]([N:15]3[CH2:20][CH2:19][N:18]([CH3:21])[CH2:17][CH2:16]3)[C:8]3[N:9]2[CH:12]=[N:13][N:14]=3)=[CH:4][CH:3]=1)([CH3:24])[CH3:23]. The yield is 0.430. (7) The reactants are [Br:1][C:2]1[CH:3]=[N:4][N:5]2[C:10](Cl)=[CH:9][C:8]([C:12]3[CH:17]=[CH:16][CH:15]=[CH:14][C:13]=3[Cl:18])=[N:7][C:6]=12.[C:19]([O:23][C:24]([N:26]1[CH2:31][CH2:30][CH:29]([CH2:32][NH2:33])[CH2:28][CH2:27]1)=[O:25])([CH3:22])([CH3:21])[CH3:20].C(N(C(C)C)CC)(C)C. The catalyst is O1CCOCC1. The product is [C:19]([O:23][C:24]([N:26]1[CH2:31][CH2:30][CH:29]([CH2:32][NH:33][C:10]2[N:5]3[N:4]=[CH:3][C:2]([Br:1])=[C:6]3[N:7]=[C:8]([C:12]3[CH:17]=[CH:16][CH:15]=[CH:14][C:13]=3[Cl:18])[CH:9]=2)[CH2:28][CH2:27]1)=[O:25])([CH3:22])([CH3:21])[CH3:20]. The yield is 1.00. (8) The reactants are [CH:1]1[C:13]2[N:12]([C:14]3[CH:15]=[CH:16][C:17]4[NH:18][C:19]5[C:24]([C:25]=4[CH:26]=3)=[CH:23][CH:22]=[CH:21][CH:20]=5)[C:11]3[C:6](=[CH:7][CH:8]=[CH:9][CH:10]=3)[C:5]=2[CH:4]=[CH:3][CH:2]=1.Br[C:28]1[CH:29]=[CH:30][C:31]2[O:35][C:34]3[CH:36]=[CH:37][C:38]([C:40]#[N:41])=[CH:39][C:33]=3[C:32]=2[CH:42]=1.N1C2C(=CC=C3C=2N=CC=C3)C=CC=1.[O-]P([O-])([O-])=O.[K+].[K+].[K+]. The catalyst is C1(C)C=C(C)C=C(C)C=1.C1(C)C=CC=CC=1.CO. The product is [CH:10]1[C:11]2[N:12]([C:14]3[CH:15]=[CH:16][C:17]4[N:18]([C:28]5[CH:29]=[CH:30][C:31]6[O:35][C:34]7[CH:36]=[CH:37][C:38]([C:40]#[N:41])=[CH:39][C:33]=7[C:32]=6[CH:42]=5)[C:19]5[C:24]([C:25]=4[CH:26]=3)=[CH:23][CH:22]=[CH:21][CH:20]=5)[C:13]3[C:5](=[CH:4][CH:3]=[CH:2][CH:1]=3)[C:6]=2[CH:7]=[CH:8][CH:9]=1. The yield is 0.569. (9) The reactants are [Cl:1][C:2]1[CH:11]=[C:10]2[C:5]([C:6]([N:20]3[CH2:25][CH2:24][N:23](C(OC(C)(C)C)=O)[CH2:22][CH2:21]3)=[CH:7][C:8]([NH:12]C(OC(C)(C)C)=O)=[N:9]2)=[CH:4][CH:3]=1.C(O)(C(F)(F)F)=O. The catalyst is C(Cl)Cl. The yield is 0.980. The product is [Cl:1][C:2]1[CH:11]=[C:10]2[C:5]([C:6]([N:20]3[CH2:25][CH2:24][NH:23][CH2:22][CH2:21]3)=[CH:7][C:8]([NH2:12])=[N:9]2)=[CH:4][CH:3]=1.